This data is from Catalyst prediction with 721,799 reactions and 888 catalyst types from USPTO. The task is: Predict which catalyst facilitates the given reaction. Reactant: Cl.[NH2:2][CH2:3][C:4]([O:6][CH2:7][C:8]1[CH:13]=[CH:12][CH:11]=[CH:10][CH:9]=1)=[O:5].CCN(C(C)C)C(C)C.[C:23]([O:27][C:28]([NH:30][C@@H:31]([CH2:42][CH2:43][C:44](=[O:56])SC1C=CC(C(F)(F)F)=CC=1)[C:32]([O:34][CH2:35][C:36]1[CH:41]=[CH:40][CH:39]=[CH:38][CH:37]=1)=[O:33])=[O:29])([CH3:26])([CH3:25])[CH3:24]. Product: [CH2:7]([O:6][C:4](=[O:5])[CH2:3][NH:2][C:44](=[O:56])[CH2:43][CH2:42][C@H:31]([NH:30][C:28]([O:27][C:23]([CH3:25])([CH3:24])[CH3:26])=[O:29])[C:32]([O:34][CH2:35][C:36]1[CH:37]=[CH:38][CH:39]=[CH:40][CH:41]=1)=[O:33])[C:8]1[CH:13]=[CH:12][CH:11]=[CH:10][CH:9]=1. The catalyst class is: 18.